Dataset: Full USPTO retrosynthesis dataset with 1.9M reactions from patents (1976-2016). Task: Predict the reactants needed to synthesize the given product. (1) Given the product [F:20][C:2]([F:1])([F:19])[S:3]([O:6][C:7]1[C:12]2[CH:13]=[C:14]([CH2:16][CH2:17][O:18][S:22]([CH3:21])(=[O:24])=[O:23])[O:15][C:11]=2[CH:10]=[CH:9][CH:8]=1)(=[O:4])=[O:5], predict the reactants needed to synthesize it. The reactants are: [F:1][C:2]([F:20])([F:19])[S:3]([O:6][C:7]1[C:12]2[CH:13]=[C:14]([CH2:16][CH2:17][OH:18])[O:15][C:11]=2[CH:10]=[CH:9][CH:8]=1)(=[O:5])=[O:4].[CH3:21][S:22](Cl)(=[O:24])=[O:23].C(N(CC)CC)C. (2) Given the product [F:20][C:11]1[CH:10]=[CH:9][C:8]([C:23]2[N:27]3[CH:28]=[CH:29][C:30]([C:32]([OH:35])([CH3:33])[CH3:34])=[N:31][C:26]3=[N:25][CH:24]=2)=[CH:13][C:12]=1[C:14]1[CH:19]=[N:18][CH:17]=[CH:16][N:15]=1, predict the reactants needed to synthesize it. The reactants are: CC1(C)COB([C:8]2[CH:9]=[CH:10][C:11]([F:20])=[C:12]([C:14]3[CH:19]=[N:18][CH:17]=[CH:16][N:15]=3)[CH:13]=2)OC1.Br[C:23]1[N:27]2[CH:28]=[CH:29][C:30]([C:32]([OH:35])([CH3:34])[CH3:33])=[N:31][C:26]2=[N:25][CH:24]=1.P([O-])([O-])([O-])=O.[K+].[K+].[K+]. (3) The reactants are: [CH3:1][C:2]1([CH3:26])[CH2:6][C:5]2([CH2:11][CH2:10][CH2:9][N:8]([CH:12]3[CH2:17][CH2:16][N:15](C(OC(C)(C)C)=O)[CH2:14][CH2:13]3)[CH2:7]2)[C:4](=[O:25])[O:3]1.C(OCC)(=O)C.[ClH:33]. Given the product [ClH:33].[ClH:33].[CH3:1][C:2]1([CH3:26])[CH2:6][C:5]2([CH2:11][CH2:10][CH2:9][N:8]([CH:12]3[CH2:13][CH2:14][NH:15][CH2:16][CH2:17]3)[CH2:7]2)[C:4](=[O:25])[O:3]1, predict the reactants needed to synthesize it. (4) The reactants are: [Cl:1][C:2]1[CH:3]=[C:4]([CH:9]=[CH:10][C:11]=1[NH:12][CH2:13][CH2:14][O:15][Si:16]([C:19]([CH3:22])([CH3:21])[CH3:20])([CH3:18])[CH3:17])[C:5]([O:7][CH3:8])=[O:6].CC1(C)[SiH2][SiH]=NC(C)(C)C1(C)C.[Na].[S:36]1[C:40]2[C:41]3[CH:49]=[CH:48][CH:47]=[CH:46][C:42]=3[O:43][CH2:44][CH2:45][C:39]=2[CH:38]=[C:37]1[C:50](Cl)=[O:51]. Given the product [Si:16]([O:15][CH2:14][CH2:13][N:12]([C:11]1[CH:10]=[CH:9][C:4]([C:5]([O:7][CH3:8])=[O:6])=[CH:3][C:2]=1[Cl:1])[C:50]([C:37]1[S:36][C:40]2[C:41]3[CH:49]=[CH:48][CH:47]=[CH:46][C:42]=3[O:43][CH2:44][CH2:45][C:39]=2[CH:38]=1)=[O:51])([C:19]([CH3:22])([CH3:21])[CH3:20])([CH3:18])[CH3:17], predict the reactants needed to synthesize it. (5) Given the product [CH2:1]([O:3][C:4]([C:6]1[N:7]([C:20]2[CH:21]=[CH:22][C:23]([O:26][CH:27]([CH3:28])[CH3:29])=[CH:24][CH:25]=2)[C:8]2[C:13]([C:14]=1[CH2:15][CH2:16][C:17]#[N:18])=[CH:12][C:11]([O:19][C:31]1[CH:36]=[CH:35][C:34]([C:37]([F:40])([F:39])[F:38])=[CH:33][N:32]=1)=[CH:10][CH:9]=2)=[O:5])[CH3:2], predict the reactants needed to synthesize it. The reactants are: [CH2:1]([O:3][C:4]([C:6]1[N:7]([C:20]2[CH:25]=[CH:24][C:23]([O:26][CH:27]([CH3:29])[CH3:28])=[CH:22][CH:21]=2)[C:8]2[C:13]([C:14]=1[CH2:15][CH2:16][C:17]#[N:18])=[CH:12][C:11]([OH:19])=[CH:10][CH:9]=2)=[O:5])[CH3:2].Cl[C:31]1[CH:36]=[CH:35][C:34]([C:37]([F:40])([F:39])[F:38])=[CH:33][N:32]=1.C([O-])([O-])=O.[K+].[K+].C1OCCOCCOCCOCCOCCOC1. (6) Given the product [NH2:23][C:12]1[CH:11]=[C:10]([C:6]2[CH:7]=[CH:8][CH:9]=[C:4]([Cl:3])[CH:5]=2)[CH:22]=[CH:21][C:13]=1[C:14]([O:16][C:17]([CH3:19])([CH3:20])[CH3:18])=[O:15], predict the reactants needed to synthesize it. The reactants are: CO.[Cl:3][C:4]1[CH:5]=[C:6]([C:10]2[CH:22]=[CH:21][C:13]([C:14]([O:16][C:17]([CH3:20])([CH3:19])[CH3:18])=[O:15])=[C:12]([N+:23]([O-])=O)[CH:11]=2)[CH:7]=[CH:8][CH:9]=1.